From a dataset of Forward reaction prediction with 1.9M reactions from USPTO patents (1976-2016). Predict the product of the given reaction. (1) Given the reactants Br[C:2]1[CH:7]=[CH:6][CH:5]=[CH:4][C:3]=1[O:8][C:9]([F:12])([F:11])[F:10].B(O)(O)[C:14]1[CH:19]=[CH:18][N:17]=[CH:16][CH:15]=1.C([O-])([O-])=O.[Na+].[Na+].C(Cl)Cl.CO, predict the reaction product. The product is: [F:10][C:9]([F:12])([F:11])[O:8][C:3]1[CH:4]=[CH:5][CH:6]=[CH:7][C:2]=1[C:14]1[CH:19]=[CH:18][N:17]=[CH:16][CH:15]=1. (2) Given the reactants [C:1](/[N:3]=[C:4](\SC)/[NH:5][C:6]1[CH:11]=[C:10]([Cl:12])[CH:9]=[C:8]([Cl:13])[CH:7]=1)#[N:2].Cl.[NH2:17][OH:18].C(N(CC)CC)C, predict the reaction product. The product is: [Cl:13][C:8]1[CH:7]=[C:6]([NH:5][C:4]2[N:3]=[C:1]([NH2:2])[O:18][N:17]=2)[CH:11]=[C:10]([Cl:12])[CH:9]=1. (3) Given the reactants [F:1][C:2]([F:13])([F:12])[C:3]1[N:8]=[C:7]([C:9]([OH:11])=O)[CH:6]=[CH:5][CH:4]=1.CCN(C(C)C)C(C)C.CN(C(ON1N=NC2C=CC=NC1=2)=[N+](C)C)C.F[P-](F)(F)(F)(F)F.[C:47]([C:49]1[C:50]([C:65]([F:68])([F:67])[F:66])=[C:51]2[C:55](=[CH:56][CH:57]=1)[N:54]([CH2:58]/[C:59](=[N:62]/[H])/[NH:60]O)[C:53]([CH3:64])=[CH:52]2)#[N:48], predict the reaction product. The product is: [CH3:64][C:53]1[N:54]([CH2:58][C:59]2[N:62]=[C:9]([C:7]3[CH:6]=[CH:5][CH:4]=[C:3]([C:2]([F:1])([F:13])[F:12])[N:8]=3)[O:11][N:60]=2)[C:55]2[C:51]([CH:52]=1)=[C:50]([C:65]([F:67])([F:66])[F:68])[C:49]([C:47]#[N:48])=[CH:57][CH:56]=2.